This data is from Forward reaction prediction with 1.9M reactions from USPTO patents (1976-2016). The task is: Predict the product of the given reaction. (1) Given the reactants [N+:1]([C:4]1[CH:5]=[CH:6][C:7]([CH:10]=[O:11])=[N:8][CH:9]=1)([O-:3])=[O:2].S([N+:22]#[C-:23])(C1C=CC(C)=CC=1)(=O)=O.[C:24]([O-])([O-])=O.[K+].[K+], predict the reaction product. The product is: [N+:1]([C:4]1[CH:5]=[CH:6][C:7]([C:10]2[O:11][CH:23]=[N:22][CH:24]=2)=[N:8][CH:9]=1)([O-:3])=[O:2]. (2) The product is: [Br:6][C:7]1[C:12]2[CH:13]=[C:14]([CH2:16][O:17][CH3:18])[O:15][C:11]=2[C:10]([OH:19])=[CH:9][CH:8]=1. Given the reactants [H-].[Na+].C(S)C.[Br:6][C:7]1[C:12]2[CH:13]=[C:14]([CH2:16][O:17][CH3:18])[O:15][C:11]=2[C:10]([O:19]C)=[CH:9][CH:8]=1, predict the reaction product.